From a dataset of Peptide-MHC class I binding affinity with 185,985 pairs from IEDB/IMGT. Regression. Given a peptide amino acid sequence and an MHC pseudo amino acid sequence, predict their binding affinity value. This is MHC class I binding data. (1) The peptide sequence is FQWHEAMFL. The MHC is HLA-A02:01 with pseudo-sequence HLA-A02:01. The binding affinity (normalized) is 1.00. (2) The peptide sequence is FLIPKGFYA. The MHC is HLA-A02:01 with pseudo-sequence HLA-A02:01. The binding affinity (normalized) is 1.00. (3) The peptide sequence is EFCSQHTML. The MHC is HLA-A30:02 with pseudo-sequence HLA-A30:02. The binding affinity (normalized) is 0. (4) The peptide sequence is PECSDSPLVL. The MHC is HLA-B45:01 with pseudo-sequence HLA-B45:01. The binding affinity (normalized) is 0. (5) The peptide sequence is ETVKMGAFMY. The MHC is HLA-A11:01 with pseudo-sequence HLA-A11:01. The binding affinity (normalized) is 0.320. (6) The peptide sequence is GIYCTVPFI. The MHC is HLA-A69:01 with pseudo-sequence HLA-A69:01. The binding affinity (normalized) is 0.449. (7) The peptide sequence is LDESFLGRY. The MHC is HLA-A29:02 with pseudo-sequence HLA-A29:02. The binding affinity (normalized) is 0.322.